The task is: Predict the reaction yield, written as a fraction of the theoretical maximum amount of product (1.0 means a 100% yield; for example, 0.34 means a 34% yield).. This data is from Reaction yield outcomes from USPTO patents with 853,638 reactions. (1) The reactants are [NH2:1][C:2]1[CH:8]=[CH:7][CH:6]=[CH:5][C:3]=1[NH2:4].[NH2:9][CH2:10][C:11](O)=O. The catalyst is Cl. The product is [NH2:9][CH2:10][C:11]1[NH:1][C:2]2[CH:8]=[CH:7][CH:6]=[CH:5][C:3]=2[N:4]=1. The yield is 0.490. (2) The catalyst is C(OCC)(=O)C.C([O-])(=O)C.[Cu+2].C([O-])(=O)C.ClCCl. The yield is 1.00. The product is [CH2:1]([C:3]1[N:4]([C:28]2[CH:33]=[CH:32][CH:31]=[CH:30][CH:29]=2)[C:5](=[O:27])[C:6]([CH2:12][C:13]2[CH:18]=[CH:17][C:16]([C:19]3[C:20]([C:25]#[N:26])=[CH:21][CH:22]=[CH:23][CH:24]=3)=[CH:15][CH:14]=2)=[C:7]([CH2:9][CH2:10][CH3:11])[N:8]=1)[CH3:2]. The reactants are [CH2:1]([C:3]1[NH:4][C:5](=[O:27])[C:6]([CH2:12][C:13]2[CH:18]=[CH:17][C:16]([C:19]3[C:20]([C:25]#[N:26])=[CH:21][CH:22]=[CH:23][CH:24]=3)=[CH:15][CH:14]=2)=[C:7]([CH2:9][CH2:10][CH3:11])[N:8]=1)[CH3:2].[C:28]1(B(O)O)[CH:33]=[CH:32][CH:31]=[CH:30][CH:29]=1.N1C=CC=CC=1.C(N(CC)CC)C. (3) The reactants are [NH:1]1[CH2:6][CH2:5][CH2:4][CH:3]([O:7][C:8]2[CH:9]=[C:10]3[C:14](=[CH:15][CH:16]=2)[NH:13][N:12]=[CH:11]3)[CH2:2]1.I[CH2:18][CH2:19][OH:20].C(=O)([O-])[O-].[K+].[K+]. The catalyst is CN(C)C=O. The product is [NH:13]1[C:14]2[C:10](=[CH:9][C:8]([O:7][CH:3]3[CH2:4][CH2:5][CH2:6][N:1]([CH2:18][CH2:19][OH:20])[CH2:2]3)=[CH:16][CH:15]=2)[CH:11]=[N:12]1. The yield is 0.320. (4) The product is [F:27][C:21]1[CH:22]=[C:23]([F:26])[CH:24]=[CH:25][C:20]=1[N:16]1[C:15]([C:9]2[S:8][C:7]3[C:6]4[N:28]=[C:2]([C:33]5[CH:32]=[N:31][C:30]([CH3:29])=[CH:35][CH:34]=5)[CH:3]=[CH:4][C:5]=4[O:14][CH2:13][CH2:12][C:11]=3[CH:10]=2)=[N:19][CH:18]=[N:17]1. The catalyst is C1C=CC(P(C2C=CC=CC=2)[C-]2C=CC=C2)=CC=1.C1C=CC(P(C2C=CC=CC=2)[C-]2C=CC=C2)=CC=1.Cl[Pd]Cl.[Fe+2].CC#N.O. The reactants are Cl[C:2]1[CH:3]=[CH:4][C:5]2[O:14][CH2:13][CH2:12][C:11]3[CH:10]=[C:9]([C:15]4[N:16]([C:20]5[CH:25]=[CH:24][C:23]([F:26])=[CH:22][C:21]=5[F:27])[N:17]=[CH:18][N:19]=4)[S:8][C:7]=3[C:6]=2[N:28]=1.[CH3:29][C:30]1[CH:35]=[CH:34][C:33](B2OC(C)(C)C(C)(C)O2)=[CH:32][N:31]=1.C([O-])([O-])=O.[Cs+].[Cs+]. The yield is 0.360. (5) The reactants are [Cl:1][C:2]1[CH:7]=[CH:6][C:5]([C@H:8]([CH3:20])[C:9](N2[C@@H](C(C)C)COC2=O)=[O:10])=[CH:4][CH:3]=1.[OH:21]O.[Li+].[OH-]. The catalyst is C1COCC1.O. The product is [Cl:1][C:2]1[CH:3]=[CH:4][C:5]([C@H:8]([CH3:20])[C:9]([OH:10])=[O:21])=[CH:6][CH:7]=1. The yield is 0.850. (6) The reactants are Cl.Cl.[NH2:3][C@@H:4]([CH2:7][C:8]1[CH:13]=[CH:12][C:11]([O:14][C:15]2[C:24]3[C:19](=[CH:20][CH:21]=[CH:22][CH:23]=3)[N:18]=[CH:17][CH:16]=2)=[CH:10][CH:9]=1)[CH2:5][OH:6].[O:25]([CH2:32][C@H:33]1[O:35][CH2:34]1)[C:26]1[CH:31]=[CH:30][CH:29]=[CH:28][CH:27]=1.C(N(C(C)C)CC)(C)C. The catalyst is C(O)C. The product is [OH:35][C@H:33]([CH2:32][O:25][C:26]1[CH:31]=[CH:30][CH:29]=[CH:28][CH:27]=1)[CH2:34][NH:3][C@@H:4]([CH2:7][C:8]1[CH:13]=[CH:12][C:11]([O:14][C:15]2[C:24]3[C:19](=[CH:20][CH:21]=[CH:22][CH:23]=3)[N:18]=[CH:17][CH:16]=2)=[CH:10][CH:9]=1)[CH2:5][OH:6]. The yield is 0.280. (7) The reactants are [CH:1]1([C:4]2[NH:8][N:7]=[C:6]([NH:9][C:10]3[C:15]([C:16]#[C:17][Si](C)(C)C)=[CH:14][N:13]=[C:12]([C:22]4[CH:27]=[CH:26][CH:25]=[CH:24][CH:23]=4)[N:11]=3)[CH:5]=2)[CH2:3][CH2:2]1. The catalyst is CO.[OH-].[Na+]. The product is [CH:1]1([C:4]2[NH:8][N:7]=[C:6]([NH:9][C:10]3[C:15]([C:16]#[CH:17])=[CH:14][N:13]=[C:12]([C:22]4[CH:23]=[CH:24][CH:25]=[CH:26][CH:27]=4)[N:11]=3)[CH:5]=2)[CH2:3][CH2:2]1. The yield is 0.480. (8) The yield is 0.650. The product is [CH:1]1([CH2:4][NH:5][C:6]2[N:11]=[C:10]([CH2:12][CH2:13][O:14][C:15]3[CH:37]=[CH:36][C:18]([CH2:19][C@@H:20]([C:32]([OH:34])=[O:33])[NH:21][C:22]([C:24]4[C:25]([Cl:31])=[CH:26][CH:27]=[CH:28][C:29]=4[Cl:30])=[O:23])=[CH:17][CH:16]=3)[CH:9]=[CH:8][CH:7]=2)[CH2:3][CH2:2]1. The reactants are [CH:1]1([CH2:4][NH:5][C:6]2[N:11]=[C:10]([CH2:12][CH2:13][O:14][C:15]3[CH:37]=[CH:36][C:18]([CH2:19][C@@H:20]([C:32]([O:34]C)=[O:33])[NH:21][C:22]([C:24]4[C:29]([Cl:30])=[CH:28][CH:27]=[CH:26][C:25]=4[Cl:31])=[O:23])=[CH:17][CH:16]=3)[CH:9]=[CH:8][CH:7]=2)[CH2:3][CH2:2]1.[Li+].[OH-]. The catalyst is CC(N(C)C)=O.O.